Dataset: hERG Central: cardiac toxicity at 1µM, 10µM, and general inhibition. Task: Predict hERG channel inhibition at various concentrations. (1) The molecule is CN(C)CCCN(Cc1ccccc1)C(=S)Nc1cccc(C(F)(F)F)c1. Results: hERG_inhib (hERG inhibition (general)): blocker. (2) The drug is Cc1cccc(NC(=O)CN2CCN(C(=O)CNC(=O)Cc3cccc4ccccc34)CC2)c1C. Results: hERG_inhib (hERG inhibition (general)): blocker. (3) The molecule is CCOC(=O)C1CCN(C(=O)COc2ccc(Br)cc2Br)CC1. Results: hERG_inhib (hERG inhibition (general)): blocker. (4) The drug is CCN(CC)CC(O)Cn1c(C)c(-c2ccccc2)c2cc([N+](=O)[O-])ccc21.Cl. Results: hERG_inhib (hERG inhibition (general)): blocker. (5) The compound is OC(CNC1Cc2ccccc2C1)COc1ccc(Cl)cc1. Results: hERG_inhib (hERG inhibition (general)): blocker. (6) The molecule is COc1ccc(N2CCN(CCCNC(=O)c3ccc(CS(=O)(=O)c4ccc(Cl)cc4)o3)CC2)cc1. Results: hERG_inhib (hERG inhibition (general)): blocker.